From a dataset of Reaction yield outcomes from USPTO patents with 853,638 reactions. Predict the reaction yield, written as a fraction of the theoretical maximum amount of product (1.0 means a 100% yield; for example, 0.34 means a 34% yield). (1) The reactants are FC(F)(C(F)(F)F)C(F)(F)C(F)(F)S(O[C:9]1[C:13]2[CH:14]=[N:15][CH:16]=[CH:17][C:12]=2[O:11][C:10]=1[C:18]([O:20][CH2:21][CH3:22])=[O:19])(=O)=O.[Br:32][C:33]1[CH:39]=[CH:38][C:36]([NH2:37])=[C:35]([Cl:40])[CH:34]=1.CC1(C)C2C(=C(P(C3C=CC=CC=3)C3C=CC=CC=3)C=CC=2)OC2C(P(C3C=CC=CC=3)C3C=CC=CC=3)=CC=CC1=2.C1CCN2C(=NCCC2)CC1. The catalyst is C1(C)C=CC=CC=1.C1C=CC(/C=C/C(/C=C/C2C=CC=CC=2)=O)=CC=1.C1C=CC(/C=C/C(/C=C/C2C=CC=CC=2)=O)=CC=1.C1C=CC(/C=C/C(/C=C/C2C=CC=CC=2)=O)=CC=1.[Pd].[Pd]. The product is [Br:32][C:33]1[CH:39]=[CH:38][C:36]([NH:37][C:9]2[C:13]3[CH:14]=[N:15][CH:16]=[CH:17][C:12]=3[O:11][C:10]=2[C:18]([O:20][CH2:21][CH3:22])=[O:19])=[C:35]([Cl:40])[CH:34]=1. The yield is 0.470. (2) The reactants are [NH2:1][C:2]1[N:3]=[C:4]([CH3:28])[C:5]2=[C:6]([CH2:8][C@H:9]([C:20]3[CH:25]=[CH:24][C:23]([F:26])=[CH:22][C:21]=3[Br:27])[NH:10]/[C:11]/2=[N:12]\[O:13][CH:14]2[CH2:18][CH2:17][O:16][C:15]2=[O:19])[N:7]=1.[CH3:29][NH:30][CH3:31]. The yield is 0.240. The catalyst is C1COCC1. The product is [NH2:1][C:2]1[N:3]=[C:4]([CH3:28])[C:5]2=[C:6]([CH2:8][C@H:9]([C:20]3[CH:25]=[CH:24][C:23]([F:26])=[CH:22][C:21]=3[Br:27])[NH:10]/[C:11]/2=[N:12]\[O:13][CH:14]([CH2:18][CH2:17][OH:16])[C:15]([N:30]([CH3:31])[CH3:29])=[O:19])[N:7]=1.